From a dataset of Full USPTO retrosynthesis dataset with 1.9M reactions from patents (1976-2016). Predict the reactants needed to synthesize the given product. Given the product [C:18]([C:17]1[CH:20]=[CH:21][C:14]([CH:13]2[N:6]3[N:5]=[C:4]([CH:1]([CH3:3])[CH3:2])[N:8]=[C:7]3[NH:9][C:22]([CH3:23])=[C:12]2[C:10]#[N:11])=[CH:15][CH:16]=1)#[N:19], predict the reactants needed to synthesize it. The reactants are: [CH:1]([C:4]1[N:8]=[C:7]([NH2:9])[NH:6][N:5]=1)([CH3:3])[CH3:2].[C:10]([C:12]([C:22](=O)[CH3:23])=[CH:13][C:14]1[CH:21]=[CH:20][C:17]([C:18]#[N:19])=[CH:16][CH:15]=1)#[N:11].C(=O)(O)[O-].[Na+].